This data is from Reaction yield outcomes from USPTO patents with 853,638 reactions. The task is: Predict the reaction yield, written as a fraction of the theoretical maximum amount of product (1.0 means a 100% yield; for example, 0.34 means a 34% yield). (1) The product is [F:1][C:2]1[CH:7]=[C:6]([C:8]([F:11])([F:10])[F:9])[CH:5]=[CH:4][C:3]=1[CH2:12][C:13]([Cl:17])=[O:15]. The yield is 0.882. The catalyst is CN(C=O)C. The reactants are [F:1][C:2]1[CH:7]=[C:6]([C:8]([F:11])([F:10])[F:9])[CH:5]=[CH:4][C:3]=1[CH2:12][C:13]([OH:15])=O.C(Cl)[Cl:17].C(Cl)(=O)C(Cl)=O. (2) The reactants are Cl.[CH3:2][O:3][C:4](=[O:11])[C@@H:5]([CH2:7][CH:8]([CH3:10])[CH3:9])[NH2:6].[O-]S([O-])(=O)=O.[Mg+2].[CH:18](=O)[CH2:19][CH2:20][CH2:21][CH2:22][CH2:23][CH2:24][CH2:25][CH2:26][CH3:27].CCN(CC)CC.[BH4-].[Na+]. The catalyst is CO.C1COCC1. The product is [CH2:18]([NH:6][C@H:5]([CH2:7][CH:8]([CH3:10])[CH3:9])[C:4]([O:3][CH3:2])=[O:11])[CH2:19][CH2:20][CH2:21][CH2:22][CH2:23][CH2:24][CH2:25][CH2:26][CH3:27]. The yield is 0.400. (3) The reactants are [H-].[H-].[H-].[H-].[Li+].[Al+3].[CH3:7][CH:8]([CH2:32][CH2:33][CH2:34][CH:35]([CH3:37])[CH3:36])[CH2:9][CH2:10][O:11][C:12]1[CH:13]=[C:14]([C:18]2[CH:27]=[C:26]([C:28](OC)=[O:29])[CH:25]=[CH:24][C:19]=2[C:20](OC)=[O:21])[CH:15]=[CH:16][CH:17]=1. The catalyst is C1COCC1. The product is [OH:21][CH2:20][C:19]1[CH:24]=[CH:25][C:26]([CH2:28][OH:29])=[CH:27][C:18]=1[C:14]1[CH:15]=[CH:16][CH:17]=[C:12]([O:11][CH2:10][CH2:9][CH:8]([CH3:7])[CH2:32][CH2:33][CH2:34][CH:35]([CH3:37])[CH3:36])[CH:13]=1. The yield is 0.820. (4) The reactants are [NH2:1][C:2]1[CH:20]=[CH:19][C:5]([O:6][C:7]2[C:16]3[NH:15][C:14](=[O:17])[C:13](=[O:18])[NH:12][C:11]=3[N:10]=[CH:9][CH:8]=2)=[CH:4][CH:3]=1.[Cl:21][C:22]1[CH:27]=[CH:26][C:25]([N:28]=[C:29]=[O:30])=[CH:24][C:23]=1[C:31]([F:34])([F:33])[F:32]. No catalyst specified. The product is [Cl:21][C:22]1[CH:27]=[CH:26][C:25]([NH:28][C:29]([NH:1][C:2]2[CH:20]=[CH:19][C:5]([O:6][C:7]3[C:16]4[NH:15][C:14](=[O:17])[C:13](=[O:18])[NH:12][C:11]=4[N:10]=[CH:9][CH:8]=3)=[CH:4][CH:3]=2)=[O:30])=[CH:24][C:23]=1[C:31]([F:32])([F:33])[F:34]. The yield is 0.380. (5) The reactants are Cl.[CH3:2][O:3][C:4](=[O:15])[C@H:5]([CH2:7][C:8]1[CH:13]=[CH:12][C:11]([OH:14])=[CH:10][CH:9]=1)[NH2:6].C(N(CC)CC)C.Cl.[C:24](Cl)(=[O:36])[CH2:25][CH2:26][CH2:27][CH2:28][CH2:29][CH2:30][CH2:31][CH2:32][CH2:33][CH2:34][CH3:35]. The catalyst is O.ClCCl. The product is [C:24]([NH:6][C@@H:5]([CH2:7][C:8]1[CH:9]=[CH:10][C:11]([OH:14])=[CH:12][CH:13]=1)[C:4]([O:3][CH3:2])=[O:15])(=[O:36])[CH2:25][CH2:26][CH2:27][CH2:28][CH2:29][CH2:30][CH2:31][CH2:32][CH2:33][CH2:34][CH3:35]. The yield is 0.905. (6) The reactants are C([O:4][C:5]1[CH:6]=[C:7]([CH:31]=[CH:32][CH:33]=1)[C:8]([N:10]1[CH2:15][CH2:14][CH:13]([C:16]2[CH:17]=[C:18]([CH:28]=[CH:29][CH:30]=2)[CH2:19][NH:20][C:21](=[O:27])[O:22][C:23]([CH3:26])([CH3:25])[CH3:24])[CH2:12][CH2:11]1)=[O:9])C=C.C[N+]1([O-])CC[O:38]CC1.C(OCC)(=O)C.S(=O)(O)[O-].[Na+].[CH3:53][C:54]([CH3:56])=[O:55]. The catalyst is O.CCCCCC.O=[Os](=O)(=O)=O. The product is [OH:55][CH:54]([CH2:56][OH:38])[CH2:53][O:4][C:5]1[CH:6]=[C:7]([CH:31]=[CH:32][CH:33]=1)[C:8]([N:10]1[CH2:15][CH2:14][CH:13]([C:16]2[CH:17]=[C:18]([CH:28]=[CH:29][CH:30]=2)[CH2:19][NH:20][C:21](=[O:27])[O:22][C:23]([CH3:26])([CH3:25])[CH3:24])[CH2:12][CH2:11]1)=[O:9]. The yield is 0.833. (7) The reactants are [OH:1][CH:2]1[CH2:6][CH2:5][CH2:4][CH:3]1[CH2:7][CH:8]([C:17]1[CH:22]=[CH:21][C:20]([S:23]([CH3:26])(=[O:25])=[O:24])=[CH:19][CH:18]=1)[C:9]([NH:11][C:12]1[S:13][CH:14]=[CH:15][N:16]=1)=[O:10].[Cr](Cl)([O-])(=O)=O.[NH+]1C=CC=CC=1. The catalyst is C(Cl)Cl. The product is [CH3:26][S:23]([C:20]1[CH:21]=[CH:22][C:17]([CH:8]([CH2:7][CH:3]2[CH2:4][CH2:5][CH2:6][C:2]2=[O:1])[C:9]([NH:11][C:12]2[S:13][CH:14]=[CH:15][N:16]=2)=[O:10])=[CH:18][CH:19]=1)(=[O:24])=[O:25]. The yield is 0.140. (8) The reactants are [C:1]1([CH2:7][NH:8][C:9]([CH:11]([C:17]([O:19]CC)=O)[C:12]([O:14][CH2:15][CH3:16])=[O:13])=[O:10])[CH:6]=[CH:5][CH:4]=[CH:3][CH:2]=1.[H-].[Na+].[N+:24]([C:27]1[CH:32]=[CH:31][CH:30]=[CH:29][C:28]=1[N:33]=[C:34]=[O:35])([O-:26])=[O:25]. The catalyst is O1CCOCC1.ClCCl. The product is [OH:19][C:17]1[N:33]([C:28]2[CH:29]=[CH:30][CH:31]=[CH:32][C:27]=2[N+:24]([O-:26])=[O:25])[C:34](=[O:35])[N:8]([CH2:7][C:1]2[CH:2]=[CH:3][CH:4]=[CH:5][CH:6]=2)[C:9](=[O:10])[C:11]=1[C:12]([O:14][CH2:15][CH3:16])=[O:13]. The yield is 0.0700. (9) The reactants are [CH2:1]([N:5]1[C:9](=[O:10])[C:8](O)=[C:7]([C:12]2[CH:17]=[CH:16][CH:15]=[CH:14][CH:13]=2)[S:6]1(=[O:19])=[O:18])[CH2:2][CH2:3][CH3:4].C(Cl)(=O)C([Cl:23])=O.CN(C=O)C. The catalyst is C(Cl)Cl. The product is [CH2:1]([N:5]1[C:9](=[O:10])[C:8]([Cl:23])=[C:7]([C:12]2[CH:17]=[CH:16][CH:15]=[CH:14][CH:13]=2)[S:6]1(=[O:19])=[O:18])[CH2:2][CH2:3][CH3:4]. The yield is 0.880. (10) The reactants are [N:1]1([CH2:7][CH2:8][CH2:9][O:10][C:11]2[CH:16]=[CH:15][C:14]([NH2:17])=[CH:13][CH:12]=2)[CH2:6][CH2:5][CH2:4][CH2:3][CH2:2]1.[F:18][C:19]1[CH:27]=[C:26]2[C:22]([C:23](=[CH:29]O)[C:24](=[O:28])[NH:25]2)=[CH:21][CH:20]=1. No catalyst specified. The product is [F:18][C:19]1[CH:27]=[C:26]2[C:22]([C:23](=[CH:29][NH:17][C:14]3[CH:13]=[CH:12][C:11]([O:10][CH2:9][CH2:8][CH2:7][N:1]4[CH2:2][CH2:3][CH2:4][CH2:5][CH2:6]4)=[CH:16][CH:15]=3)[C:24](=[O:28])[NH:25]2)=[CH:21][CH:20]=1. The yield is 0.590.